Dataset: Reaction yield outcomes from USPTO patents with 853,638 reactions. Task: Predict the reaction yield, written as a fraction of the theoretical maximum amount of product (1.0 means a 100% yield; for example, 0.34 means a 34% yield). (1) The reactants are C([O:8][NH:9][CH2:10][C:11]([NH:13][C@H:14]([C:20]([OH:22])=[O:21])[CH2:15][CH2:16][CH2:17][CH2:18][NH2:19])=[O:12])C1C=CC=CC=1. The catalyst is FC(F)(F)CO.[Pd]. The product is [OH:8][NH:9][CH2:10][C:11]([NH:13][C@H:14]([C:20]([OH:22])=[O:21])[CH2:15][CH2:16][CH2:17][CH2:18][NH2:19])=[O:12]. The yield is 1.02. (2) The reactants are Cl.[Cl:2][C:3]([Cl:49])([Cl:48])[C:4]([O:7][C:8]([N:10]1[CH:15]2[C:16]([C:36]([O:38][CH2:39][CH3:40])=[O:37])=[C:17]([C:19]3[CH:24]=[CH:23][CH:22]=[C:21]([CH2:25][CH:26]([O:28][Si](C(C)(C)C)(C)C)[CH3:27])[CH:20]=3)[CH2:18][CH:11]1[CH2:12][N:13]([C:41]([O:43]C(C)(C)C)=O)[CH2:14]2)=[O:9])([CH3:6])[CH3:5].[CH3:50]CN(C(C)C)C(C)C.C(Cl)(C)=O. The catalyst is C(Cl)Cl.CN(C1C=CN=CC=1)C.C1COCC1.CCOC(C)=O.CO. The product is [Cl:2][C:3]([Cl:49])([Cl:48])[C:4]([O:7][C:8]([N:10]1[CH:15]2[C:16]([C:36]([O:38][CH2:39][CH3:40])=[O:37])=[C:17]([C:19]3[CH:24]=[CH:23][CH:22]=[C:21]([CH2:25][CH:26]([OH:28])[CH3:27])[CH:20]=3)[CH2:18][CH:11]1[CH2:12][N:13]([C:41](=[O:43])[CH3:50])[CH2:14]2)=[O:9])([CH3:6])[CH3:5]. The yield is 0.690. (3) The reactants are Br[C:2]1[CH:3]=[C:4](OC)[C:5]([N:8]2[CH2:13][CH2:12][N:11]([CH3:14])[CH2:10][CH2:9]2)=[N:6][CH:7]=1.ClC1C=[C:22]([O:24]C)C=CN=1. No catalyst specified. The product is [CH3:22][O:24][C:3]1[CH:2]=[CH:7][N:6]=[C:5]([N:8]2[CH2:9][CH2:10][N:11]([CH3:14])[CH2:12][CH2:13]2)[CH:4]=1. The yield is 0.510. (4) The reactants are CC(OI1(OC(C)=O)(OC(C)=O)OC(=O)C2C=CC=CC1=2)=O.[F:23][C:24]1[CH:25]=[C:26]([CH:31]([OH:33])[CH3:32])[CH:27]=[C:28]([F:30])[CH:29]=1. The yield is 0.696. The catalyst is C(Cl)Cl. The product is [F:23][C:24]1[CH:25]=[C:26]([C:31](=[O:33])[CH3:32])[CH:27]=[C:28]([F:30])[CH:29]=1. (5) The reactants are [Li+].[OH-].C[O:4][C:5](=[O:47])[CH:6]([CH:33]1[CH2:38][CH2:37][CH:36]([NH:39][C:40]([O:42][C:43]([CH3:46])([CH3:45])[CH3:44])=[O:41])[CH2:35][CH2:34]1)[NH:7][C:8]([C:10]1[C:19]([NH:20][C:21]([NH:23][C:24]2[C:29]([CH3:30])=[CH:28][C:27]([CH3:31])=[CH:26][C:25]=2[CH3:32])=[O:22])=[CH:18][C:17]2[C:12](=[CH:13][CH:14]=[CH:15][CH:16]=2)[CH:11]=1)=[O:9].C(OCC)(=O)C.Cl. The catalyst is O.C1COCC1.CO. The product is [CH3:46][C:43]([O:42][C:40]([NH:39][CH:36]1[CH2:37][CH2:38][CH:33]([CH:6]([NH:7][C:8]([C:10]2[C:19]([NH:20][C:21]([NH:23][C:24]3[C:25]([CH3:32])=[CH:26][C:27]([CH3:31])=[CH:28][C:29]=3[CH3:30])=[O:22])=[CH:18][C:17]3[C:12](=[CH:13][CH:14]=[CH:15][CH:16]=3)[CH:11]=2)=[O:9])[C:5]([OH:47])=[O:4])[CH2:34][CH2:35]1)=[O:41])([CH3:44])[CH3:45]. The yield is 1.00.